From a dataset of Experimentally validated miRNA-target interactions with 360,000+ pairs, plus equal number of negative samples. Binary Classification. Given a miRNA mature sequence and a target amino acid sequence, predict their likelihood of interaction. (1) The miRNA is hsa-miR-3187-3p with sequence UUGGCCAUGGGGCUGCGCGG. The protein sequence of the target gene is MTTTTTFKGVDPNSRNSSRVLRPPGGGSNFSLGFDEPTEQPVRKNKMASNIFGTPEENQASWAKSAGAKSSGGREDLESSGLQRRNSSEASSGDFLDLKGEGDIHENVDTDLPGSLGQSEEKPVPAAPVPSPVAPAPVPSRRNPPGGKSSLVLG. Result: 1 (interaction). (2) Result: 1 (interaction). The protein sequence of the target gene is MKPALLEVMRMNRICRMVLATCLGSFILVIFYFQSMLHPVMRRNPFGVDICCRKGSRSPLQELYNPIQLELSNTAVLHQMRRDQVTDTCRANSATSRKRRVLTPNDLKHLVVDEDHELIYCYVPKVACTNWKRLMMVLTGRGKYSDPMEIPANEAHVSANLKTLNQYSIPEINHRLKSYMKFLFVREPFERLVSAYRNKFTQKYNISFHKRYGTKIIKRQRKNATQEALRKGDDVKFEEFVAYLIDPHTQREEPFNEHWQTVYSLCHPCHIHYDLVGKYETLEEDSNYVLQLAGVGSYLK.... The miRNA is hsa-miR-6731-5p with sequence UGGGAGAGCAGGGUAUUGUGGA. (3) The miRNA is hsa-miR-302a-5p with sequence ACUUAAACGUGGAUGUACUUGCU. The protein sequence of the target gene is MDRSLRNVLVVSFGFLLLFTAYGGLQSLQSSLYSEEGLGVTALSTLYGGMLLSSMFLPPLLIERLGCKGTIILSMCGYVAFSVGNFFASWYTLIPTSILLGLGAAPLWSAQCTYLTITGNTHAEKAGKRGKDMVNQYFGIFFLIFQSSGVWGNLISSLVFGQTPSQETLPEEQLTSCGASDCLMATTTTNSTQRPSQQLVYTLLGIYTGSGVLAVLMIAAFLQPIRDVQRESEGEKKSVPFWSTLLSTFKLYRDKRLCLLILLPLYSGLQQGFLSSEYTRSYVTCTLGIQFVGYVMICFS.... Result: 1 (interaction). (4) The miRNA is mmu-miR-5133 with sequence GCUGGAGCUGCGGCAGCGCAG. The protein sequence of the target gene is MEVHDFETDEFNDFNEDDYATREFLNPDERMTYLNHADYNLNSPLISDDIDNLIRKFNSLPIPSMWDSKNWDGVLEMLTSCQANPISTSQMHKWMGSWLMSDNHDASQGYSFLHEVDKEAEITFDVVETFIRGWGNKPIEYIKKERWTDSFKILAYLCQKFLDLHKLTLILNAVSEVELLNLARTFKGKVRRSSHGTNICRIRVPSLGPTFISEGWAYFKKLDILMDPNFLLMVKDVIIGRMQTVLSMVCRIDNLFSEQDIFSLLNIYRIGDKIVERQGNFSYDLIKMVEPICNLKLMKL.... Result: 0 (no interaction). (5) The miRNA is hsa-miR-7110-5p with sequence UGGGGGUGUGGGGAGAGAGAG. The protein sequence of the target gene is MVGREKELSIHFVPGSCRLVEEEVNIPNRRVLVTGATGLLGRAVHKEFQQNNWHAVGCGFRRARPKFEQVNLLDSNAVHHIIHDFQPHVIVHCAAERRPDVVENQPDAASQLNVDASGNLAKEAAAVGAFLIYISSDYVFDGTNPPYREEDIPAPLNLYGKTKLDGEKAVLENNLGAAVLRIPILYGEVEKLEESAVTVMFDKVQFSNKSANMDHWQQRFPTHVKDVATVCRQLAEKRMLDPSIKGTFHWSGNEQMTKYEMACAIADAFNLPSSHLRPITDSPVLGAQRPRNAQLDCSKL.... Result: 0 (no interaction). (6) The miRNA is hsa-miR-3679-3p with sequence CUUCCCCCCAGUAAUCUUCAUC. The protein sequence of the target gene is MALAGLCALLACCWGPAAVLATAAGDVDPSKELECKLKSITVSALPFLRENDLSIMHSPSASEPKLLFSVRNDFPGEMVVVDDLENTELPYFVLEISGNTEDIPLVRWRQQWLENGTLLFHIHHQDGAPSLPGQDPTEEPQHESAEEELRILHISVMGGMIALLLSILCLVMILYTRRRWCKRRRVPQPQKSASAEAANEIHYIPSVLIGGHGRESLRNARVQGHNSSGTLSIRETPILDGYEYDITDLRHHLQRECMNGGEDFASQVTRTLDSLQGCNEKSGMDLTPGSDNAKLSLMNK.... Result: 0 (no interaction). (7) The miRNA is mmu-miR-759 with sequence GCAGAGUGCAAACAAUUUUGAC. The protein sequence of the target gene is MYLGFWLSRLCRGLSRPIGKTMRPIWGSLSRNLALSSQRIPEFSSFVARTNTCGELRSSHLGQEVTLCGWIQYRRQNTFLVLRDCHGLVQILIPQDESAASVRRILCEAPVESVVRVSGTVISRPPGQENPKMPTGEIEIKVKTAELLNACKKLPFEIKDFVKKTEALRLQYRYLDLRSFQMQYNLRLRSQMVMKMREYLCNLHGFVDIETPTLFKRTPGGAKEFLVPSREPGKFYSLPQSPQQFKQLLMVGGLDRYFQVARCYRDEGSRPDRQPEFTQIDIEMSFVEQTGIQRLVEGLL.... Result: 1 (interaction).